This data is from NCI-60 drug combinations with 297,098 pairs across 59 cell lines. The task is: Regression. Given two drug SMILES strings and cell line genomic features, predict the synergy score measuring deviation from expected non-interaction effect. (1) Drug 1: CC1=C(N=C(N=C1N)C(CC(=O)N)NCC(C(=O)N)N)C(=O)NC(C(C2=CN=CN2)OC3C(C(C(C(O3)CO)O)O)OC4C(C(C(C(O4)CO)O)OC(=O)N)O)C(=O)NC(C)C(C(C)C(=O)NC(C(C)O)C(=O)NCCC5=NC(=CS5)C6=NC(=CS6)C(=O)NCCC[S+](C)C)O. Drug 2: CC1=C(C(=O)C2=C(C1=O)N3CC4C(C3(C2COC(=O)N)OC)N4)N. Cell line: LOX IMVI. Synergy scores: CSS=45.8, Synergy_ZIP=-7.07, Synergy_Bliss=-7.46, Synergy_Loewe=-0.555, Synergy_HSA=1.66. (2) Drug 1: CC1C(C(CC(O1)OC2CC(CC3=C2C(=C4C(=C3O)C(=O)C5=C(C4=O)C(=CC=C5)OC)O)(C(=O)C)O)N)O.Cl. Drug 2: B(C(CC(C)C)NC(=O)C(CC1=CC=CC=C1)NC(=O)C2=NC=CN=C2)(O)O. Cell line: SF-539. Synergy scores: CSS=14.6, Synergy_ZIP=-8.70, Synergy_Bliss=-2.26, Synergy_Loewe=-2.09, Synergy_HSA=-2.32. (3) Drug 1: CC1=C(C(CCC1)(C)C)C=CC(=CC=CC(=CC(=O)O)C)C. Drug 2: C1C(C(OC1N2C=NC3=C2NC=NCC3O)CO)O. Cell line: BT-549. Synergy scores: CSS=0.190, Synergy_ZIP=2.41, Synergy_Bliss=4.44, Synergy_Loewe=6.28, Synergy_HSA=0.0986. (4) Synergy scores: CSS=12.8, Synergy_ZIP=3.02, Synergy_Bliss=1.12, Synergy_Loewe=-4.50, Synergy_HSA=-1.99. Drug 1: CCC1(CC2CC(C3=C(CCN(C2)C1)C4=CC=CC=C4N3)(C5=C(C=C6C(=C5)C78CCN9C7C(C=CC9)(C(C(C8N6C=O)(C(=O)OC)O)OC(=O)C)CC)OC)C(=O)OC)O.OS(=O)(=O)O. Cell line: OVCAR3. Drug 2: CC1C(C(CC(O1)OC2CC(OC(C2O)C)OC3=CC4=CC5=C(C(=O)C(C(C5)C(C(=O)C(C(C)O)O)OC)OC6CC(C(C(O6)C)O)OC7CC(C(C(O7)C)O)OC8CC(C(C(O8)C)O)(C)O)C(=C4C(=C3C)O)O)O)O. (5) Drug 1: COC1=C2C(=CC3=C1OC=C3)C=CC(=O)O2. Drug 2: C1C(C(OC1N2C=NC3=C2NC=NCC3O)CO)O. Cell line: CCRF-CEM. Synergy scores: CSS=8.64, Synergy_ZIP=-1.06, Synergy_Bliss=-0.624, Synergy_Loewe=3.07, Synergy_HSA=2.80.